The task is: Regression/Classification. Given a drug SMILES string, predict its absorption, distribution, metabolism, or excretion properties. Task type varies by dataset: regression for continuous measurements (e.g., permeability, clearance, half-life) or binary classification for categorical outcomes (e.g., BBB penetration, CYP inhibition). Dataset: cyp3a4_veith.. This data is from CYP3A4 inhibition data for predicting drug metabolism from PubChem BioAssay. (1) The compound is Cc1cc(Nc2ccc(N=Nc3ccc(O)c4ncccc34)cc2)nc(C)n1. The result is 0 (non-inhibitor). (2) The drug is COc1ccc2nc(SCC(=O)c3ccco3)[nH]c2c1. The result is 1 (inhibitor). (3) The result is 0 (non-inhibitor). The drug is CCOc1ccccc1/C=C(\C#N)C(N)=O. (4) The compound is COCCn1c(=O)c(-c2cn(C)c3ccccc23)nc2cncnc21. The result is 1 (inhibitor). (5) The molecule is COc1ccc(/C=C(\C#N)C(=O)NCC2CCCO2)cc1OC. The result is 0 (non-inhibitor). (6) The drug is c1ccc(SC(Sc2ccccc2)c2ccc3c(c2)OCO3)cc1. The result is 1 (inhibitor). (7) The drug is CC(=O)OC[C@@H]1O[C@H](C/C=N\OC[C@@H](C)[C@H](OCc2ccccc2)C(C)C)C=C[C@@H]1OC(C)=O. The result is 0 (non-inhibitor). (8) The compound is O=C(O)[C@H](/C=C\c1ccccc1)c1ccccc1. The result is 0 (non-inhibitor). (9) The molecule is Cc1ccc(C(C)C)n1C(=O)OC(C)(C)C. The result is 0 (non-inhibitor).